Dataset: Full USPTO retrosynthesis dataset with 1.9M reactions from patents (1976-2016). Task: Predict the reactants needed to synthesize the given product. Given the product [CH:1]1([CH2:4][C:5]2[N:10]3[N:11]=[CH:12][C:13]([N:16]4[CH2:21][CH2:20][CH:19]([C:22]5[CH:27]=[CH:26][CH:25]=[CH:24][CH:23]=5)[CH2:18][CH2:17]4)=[C:14]([CH3:15])[C:9]3=[N:8][N:7]=2)[CH2:3][CH2:2]1, predict the reactants needed to synthesize it. The reactants are: [CH:1]1([CH2:4][C:5]([NH:7][NH:8][C:9]2[N:10]=[N:11][CH:12]=[C:13]([N:16]3[CH2:21][CH2:20][CH:19]([C:22]4[CH:27]=[CH:26][CH:25]=[CH:24][CH:23]=4)[CH2:18][CH2:17]3)[C:14]=2[CH3:15])=O)[CH2:3][CH2:2]1.C1(P(C2C=CC=CC=2)C2C=CC=CC=2)C=CC=CC=1.N([Si](C)(C)C)=[N+]=[N-].CCOC(/N=N/C(OCC)=O)=O.C1(C)C=CC=CC=1.